Predict which catalyst facilitates the given reaction. From a dataset of Catalyst prediction with 721,799 reactions and 888 catalyst types from USPTO. (1) Reactant: [CH2:1]([C@H:8]([NH:21][C:22]([C:24]1[N:25]=[N:26][N:27]([CH2:29][CH2:30][NH:31][C:32](=[O:45])[C:33]2[CH:38]=[CH:37][C:36]([O:39][CH3:40])=[C:35]([O:41][CH3:42])[C:34]=2[O:43][CH3:44])[CH:28]=1)=[O:23])[CH:9]([C:11](=[O:20])[NH:12][CH2:13][C:14]1[CH:19]=[CH:18][CH:17]=[CH:16][CH:15]=1)[OH:10])[C:2]1[CH:7]=[CH:6][CH:5]=[CH:4][CH:3]=1.CC(OI1(OC(C)=O)(OC(C)=O)OC(=O)C2C=CC=CC1=2)=O. Product: [CH2:1]([C@H:8]([NH:21][C:22]([C:24]1[N:25]=[N:26][N:27]([CH2:29][CH2:30][NH:31][C:32](=[O:45])[C:33]2[CH:38]=[CH:37][C:36]([O:39][CH3:40])=[C:35]([O:41][CH3:42])[C:34]=2[O:43][CH3:44])[CH:28]=1)=[O:23])[C:9]([C:11](=[O:20])[NH:12][CH2:13][C:14]1[CH:15]=[CH:16][CH:17]=[CH:18][CH:19]=1)=[O:10])[C:2]1[CH:7]=[CH:6][CH:5]=[CH:4][CH:3]=1. The catalyst class is: 4. (2) Reactant: [CH3:1][C:2]1[CH:7]=[CH:6][C:5]([S:8](Cl)(=[O:10])=[O:9])=[CH:4][CH:3]=1.N1C=CC=CC=1.[NH2:18][C:19]1[CH:24]=[CH:23][C:22]([N+:25]([O-:27])=[O:26])=[CH:21][N:20]=1. Product: [CH3:1][C:2]1[CH:7]=[CH:6][C:5]([S:8]([NH:18][C:19]2[CH:24]=[CH:23][C:22]([N+:25]([O-:27])=[O:26])=[CH:21][N:20]=2)(=[O:10])=[O:9])=[CH:4][CH:3]=1. The catalyst class is: 6. (3) Reactant: [C:1]([O:14][C@H:15]([CH2:41][O:42][C:43](=[O:55])[CH2:44][CH2:45][CH2:46][CH2:47][CH2:48][CH2:49][CH2:50][CH2:51][CH2:52][CH2:53][CH3:54])[CH2:16]SC[C@@H](C(O)=O)NC(=O)OCC1C2C=CC=CC=2C2C1=CC=CC=2)(=[O:13])[CH2:2][CH2:3][CH2:4][CH2:5][CH2:6][CH2:7][CH2:8][CH2:9][CH2:10][CH2:11][CH3:12].CN(C(ON1N=NC2C=CC=CC1=2)=[N+](C)C)C.F[P-](F)(F)(F)(F)F.NCCC1C=NC=CC=1.C(N(C(C)C)CC)(C)C. Product: [C:43]([O:42][CH2:41][CH:15]([O:14][C:1](=[O:13])[CH2:2][CH2:3][CH2:4][CH2:5][CH2:6][CH2:7][CH2:8][CH2:9][CH2:10][CH2:11][CH3:12])[CH3:16])(=[O:55])[CH2:44][CH2:45][CH2:46][CH2:47][CH2:48][CH2:49][CH2:50][CH2:51][CH2:52][CH2:53][CH3:54]. The catalyst class is: 2. (4) Reactant: [CH2:1]([O:8][N:9]1[C:15](=[O:16])[N:14]2[CH2:17][C@H:10]1[CH2:11][CH2:12][C@H:13]2[C:18]([OH:20])=O)[C:2]1[CH:7]=[CH:6][CH:5]=[CH:4][CH:3]=1.[CH3:21][S:22]([NH:25][NH2:26])(=[O:24])=[O:23].ON1C2C=CC=CC=2N=N1.Cl.C(N=C=NCCCN(C)C)C. The catalyst class is: 172. Product: [CH2:1]([O:8][N:9]1[C:15](=[O:16])[N:14]2[CH2:17][C@H:10]1[CH2:11][CH2:12][C@@H:13]2[C:18]([NH:26][NH:25][S:22]([CH3:21])(=[O:24])=[O:23])=[O:20])[C:2]1[CH:3]=[CH:4][CH:5]=[CH:6][CH:7]=1. (5) Reactant: [NH:1]1[CH:5]=[CH:4][C:3]([C:6]([OH:8])=O)=[N:2]1.C(Cl)CCl.C1[CH:14]=[CH:15][C:16]2N(O)N=[N:19][C:17]=2C=1.C(N(C(C)C)C(C)C)C.[CH2:32](N)[CH2:33][CH2:34][CH3:35]. Product: [CH2:32]([N:19]([CH2:17][CH2:16][CH2:15][CH3:14])[C:6]([C:3]1[CH:4]=[CH:5][NH:1][N:2]=1)=[O:8])[CH2:33][CH2:34][CH3:35]. The catalyst class is: 3. (6) Reactant: [CH3:1][O:2][C:3]1[CH:8]=[C:7]([CH:9]=[O:10])[CH:6]=[CH:5][C:4]=1[C:11]1[CH:16]=[CH:15][CH:14]=[C:13]([CH3:17])[CH:12]=1.[C:18]1([Mg]Br)[CH:23]=[CH:22][CH:21]=[CH:20][CH:19]=1. Product: [CH3:1][O:2][C:3]1[CH:8]=[C:7]([CH:9]([C:18]2[CH:23]=[CH:22][CH:21]=[CH:20][CH:19]=2)[OH:10])[CH:6]=[CH:5][C:4]=1[C:11]1[CH:16]=[CH:15][CH:14]=[C:13]([CH3:17])[CH:12]=1. The catalyst class is: 1.